From a dataset of Forward reaction prediction with 1.9M reactions from USPTO patents (1976-2016). Predict the product of the given reaction. (1) Given the reactants [CH2:1]([N:5]1[CH:10]=[CH:9][C:8]([C:11]2[CH:16]=[CH:15][C:14]([C:17]3([CH2:23][O:24]C4CCCCO4)[CH2:22][CH2:21][O:20][CH2:19][CH2:18]3)=[CH:13][CH:12]=2)=[C:7]([Cl:31])[C:6]1=[O:32])[CH2:2][CH2:3][CH3:4].C1(C)C=CC(S(O)(=O)=O)=CC=1, predict the reaction product. The product is: [CH2:1]([N:5]1[CH:10]=[CH:9][C:8]([C:11]2[CH:16]=[CH:15][C:14]([C:17]3([CH2:23][OH:24])[CH2:22][CH2:21][O:20][CH2:19][CH2:18]3)=[CH:13][CH:12]=2)=[C:7]([Cl:31])[C:6]1=[O:32])[CH2:2][CH2:3][CH3:4]. (2) Given the reactants Cl[C:2]1[N:11]=[C:10]([NH:12][CH2:13][CH:14]([C:20]2[CH:25]=[CH:24][CH:23]=[CH:22][CH:21]=2)[C:15]2[NH:16][CH:17]=[CH:18][CH:19]=2)[C:9]2[C:4](=[CH:5][CH:6]=[CH:7][CH:8]=2)[N:3]=1.[CH3:26][N:27]([CH3:37])[C:28]1[CH:33]=[CH:32][C:31](B(O)O)=[CH:30][CH:29]=1.C([O-])([O-])=O.[K+].[K+], predict the reaction product. The product is: [CH3:26][N:27]([CH3:37])[C:28]1[CH:33]=[CH:32][C:31]([C:2]2[N:11]=[C:10]([NH:12][CH2:13][CH:14]([C:20]3[CH:25]=[CH:24][CH:23]=[CH:22][CH:21]=3)[C:15]3[NH:16][CH:17]=[CH:18][CH:19]=3)[C:9]3[C:4](=[CH:5][CH:6]=[CH:7][CH:8]=3)[N:3]=2)=[CH:30][CH:29]=1. (3) The product is: [F:1][B-:2]([F:5])([F:4])[F:3].[CH2:14]([N+:16]1([CH3:21])[CH2:20][CH2:19][CH2:18][CH2:17]1)[CH3:15]. Given the reactants [F:1][B-:2]([F:5])([F:4])[F:3].C([O+](CC)CC)C.[Br-].[CH2:14]([N+:16]1([CH3:21])[CH2:20][CH2:19][CH2:18][CH2:17]1)[CH3:15], predict the reaction product. (4) Given the reactants Cl[C:2]1[C:3]([O:8][CH:9]2[CH2:14][CH2:13][N:12]([C:15]3[CH:24]=[CH:23][C:22]4[C:17](=[CH:18][CH:19]=[CH:20][CH:21]=4)[N:16]=3)[CH2:11][CH2:10]2)=[N:4][CH:5]=[CH:6][N:7]=1.[NH:25]1[CH2:30][CH2:29][CH:28]([C:31]([O:33][CH3:34])=[O:32])[CH2:27][CH2:26]1.C([O-])([O-])=O.[K+].[K+].CC(O)C, predict the reaction product. The product is: [N:16]1[C:17]2[C:22](=[CH:21][CH:20]=[CH:19][CH:18]=2)[CH:23]=[CH:24][C:15]=1[N:12]1[CH2:13][CH2:14][CH:9]([O:8][C:3]2[C:2]([N:25]3[CH2:30][CH2:29][CH:28]([C:31]([O:33][CH3:34])=[O:32])[CH2:27][CH2:26]3)=[N:7][CH:6]=[CH:5][N:4]=2)[CH2:10][CH2:11]1. (5) Given the reactants [Cl:1][C:2]1[CH:7]=[CH:6][C:5]([CH:8](O)[C:9]2[C:17]3[C:16](=[O:18])[N:15]([CH2:19][CH2:20][CH2:21]OC4CCCCO4)[C:14](=[O:29])[N:13]([CH3:30])[C:12]=3[S:11][C:10]=2[O:31][C:32]2[CH:37]=[CH:36][CH:35]=[C:34]([O:38][C:39]([F:42])([F:41])[F:40])[CH:33]=2)=[CH:4][CH:3]=1.C([SiH](CC)CC)C.[C:51]([OH:57])([C:53]([F:56])([F:55])[F:54])=[O:52], predict the reaction product. The product is: [Cl:1][C:2]1[CH:3]=[CH:4][C:5]([CH2:8][C:9]2[C:17]3[C:16](=[O:18])[N:15]([CH2:19][CH2:20][CH2:21][O:52][C:51](=[O:57])[C:53]([F:56])([F:55])[F:54])[C:14](=[O:29])[N:13]([CH3:30])[C:12]=3[S:11][C:10]=2[O:31][C:32]2[CH:37]=[CH:36][CH:35]=[C:34]([O:38][C:39]([F:40])([F:41])[F:42])[CH:33]=2)=[CH:6][CH:7]=1.